This data is from Full USPTO retrosynthesis dataset with 1.9M reactions from patents (1976-2016). The task is: Predict the reactants needed to synthesize the given product. Given the product [CH3:9][O:8][C:7]1[CH:6]=[CH:5][C:4]([NH:10][S:11]([CH3:14])(=[O:13])=[O:12])=[CH:3][C:2]=1[B:15]1[O:19][C:18]([CH3:21])([CH3:20])[C:17]([CH3:23])([CH3:22])[O:16]1, predict the reactants needed to synthesize it. The reactants are: Br[C:2]1[CH:3]=[C:4]([NH:10][S:11]([CH3:14])(=[O:13])=[O:12])[CH:5]=[CH:6][C:7]=1[O:8][CH3:9].[B:15]1([B:15]2[O:19][C:18]([CH3:21])([CH3:20])[C:17]([CH3:23])([CH3:22])[O:16]2)[O:19][C:18]([CH3:21])([CH3:20])[C:17]([CH3:23])([CH3:22])[O:16]1.CC([O-])=O.[K+].O.